This data is from Catalyst prediction with 721,799 reactions and 888 catalyst types from USPTO. The task is: Predict which catalyst facilitates the given reaction. (1) Reactant: [CH3:1][Mg]Cl.[F:4][C:5]1[C:10]([C:11]2[CH2:16][CH2:15][CH2:14][C:13](=[O:17])[CH:12]=2)=[CH:9][CH:8]=[CH:7][N:6]=1. Product: [F:4][C:5]1[C:10]([C:11]2[CH2:16][CH2:15][CH2:14][C:13]([CH3:1])([OH:17])[CH:12]=2)=[CH:9][CH:8]=[CH:7][N:6]=1. The catalyst class is: 1. (2) Reactant: [C:1]([O:5][C:6](=[O:24])[NH:7][C@H:8]([C:10](=O)[NH:11][C:12]1[C:17]2[NH:18][CH2:19][CH2:20][O:21][C:16]=2[C:15]([F:22])=[CH:14][CH:13]=1)[CH3:9])([CH3:4])([CH3:3])[CH3:2].C1(C)C=CC=CC=1.FC1C=CC2=C3C=1OCCN3C(C(NC(=O)C)C)=N2. Product: [C:1]([O:5][C:6](=[O:24])[NH:7][CH:8]([C:10]1[N:18]2[C:17]3[C:16]([O:21][CH2:20][CH2:19]2)=[C:15]([F:22])[CH:14]=[CH:13][C:12]=3[N:11]=1)[CH3:9])([CH3:4])([CH3:3])[CH3:2]. The catalyst class is: 52.